From a dataset of Full USPTO retrosynthesis dataset with 1.9M reactions from patents (1976-2016). Predict the reactants needed to synthesize the given product. Given the product [Cl:44][C:26]1[C:27]([N:34]2[CH2:35][CH2:36][N:37]([CH:40]3[CH2:43][O:42][CH2:41]3)[CH2:38][CH2:39]2)=[CH:28][C:29]([CH:31]([F:33])[F:32])=[CH:30][C:25]=1[NH2:15], predict the reactants needed to synthesize it. The reactants are: C1(OC)C=CC=CC=1.C(OC(=O)[N:15]([C:25]1[CH:30]=[C:29]([CH:31]([F:33])[F:32])[CH:28]=[C:27]([N:34]2[CH2:39][CH2:38][N:37]([CH:40]3[CH2:43][O:42][CH2:41]3)[CH2:36][CH2:35]2)[C:26]=1[Cl:44])CC1C=CC(OC)=CC=1)(C)(C)C.C(O)(C(F)(F)F)=O.